This data is from Reaction yield outcomes from USPTO patents with 853,638 reactions. The task is: Predict the reaction yield, written as a fraction of the theoretical maximum amount of product (1.0 means a 100% yield; for example, 0.34 means a 34% yield). (1) The reactants are [C:1]([O:4][CH2:5][CH2:6][CH:7]([S:12]C(=O)C)[CH2:8][CH2:9][CH2:10][CH3:11])(=[O:3])[CH3:2].CC1C=CC(S([O-])(=O)=O)=CC=1.C[N+]1C=CC=C(C)C=1F.C(N(CC)CC)C.C([O-])(=O)C.C(O)(=S)C. The catalyst is CC(C)=O.C1C=CC=CC=1. The product is [C:1]([O:4][CH2:5][CH2:6][CH:7]([SH:12])[CH2:8][CH2:9][CH2:10][CH3:11])(=[O:3])[CH3:2]. The yield is 0.410. (2) The reactants are [O:1]=[C:2]1[NH:6][C:5]2[CH:7]=[CH:8][C:9]([C:11]([OH:13])=O)=[CH:10][C:4]=2[S:3]1.[CH2:14]1[C@H:23]2[C@H:18]([CH2:19][CH2:20][C:21]3[CH:27]=[CH:26][CH:25]=[CH:24][C:22]=32)[NH:17][CH2:16][CH2:15]1.F[P-](F)(F)(F)(F)F.N1(OC(N(C)C)=[N+](C)C)C2N=CC=CC=2N=N1. No catalyst specified. The product is [CH2:14]1[C@H:23]2[C@H:18]([CH2:19][CH2:20][C:21]3[CH:27]=[CH:26][CH:25]=[CH:24][C:22]=32)[N:17]([C:11]([C:9]2[CH:8]=[CH:7][C:5]3[NH:6][C:2](=[O:1])[S:3][C:4]=3[CH:10]=2)=[O:13])[CH2:16][CH2:15]1. The yield is 0.560. (3) The reactants are [CH:1]1([N:4]2[C:8]([C:9]([O:11][CH2:12][CH3:13])=[O:10])=[C:7]([C:14]([O:16][CH2:17][CH3:18])=[O:15])[NH:6][C:5]2=S)[CH2:3][CH2:2]1.OO. The catalyst is C(O)(=O)C. The product is [CH:1]1([N:4]2[C:8]([C:9]([O:11][CH2:12][CH3:13])=[O:10])=[C:7]([C:14]([O:16][CH2:17][CH3:18])=[O:15])[N:6]=[CH:5]2)[CH2:2][CH2:3]1. The yield is 0.970. (4) The reactants are [NH2:1][C:2]1[CH:10]=[C:9]([C:11]([OH:13])=[O:12])[CH:8]=[CH:7][C:3]=1[C:4]([OH:6])=[O:5].[N:14]([O-])=O.[Na+].[Cl:18][C:19]1[CH:24]=[CH:23][CH:22]=[C:21]([Cl:25])[C:20]=1[OH:26]. The catalyst is O.Cl.[OH-].[K+]. The product is [Cl:18][C:19]1[CH:24]=[C:23]([N:14]=[N:1][C:2]2[CH:10]=[C:9]([C:11]([OH:13])=[O:12])[CH:8]=[CH:7][C:3]=2[C:4]([OH:6])=[O:5])[CH:22]=[C:21]([Cl:25])[C:20]=1[OH:26]. The yield is 0.200. (5) The reactants are C([Li])CCC.[C:6](#[N:8])[CH3:7].[CH2:9]([CH:11]([CH2:17][CH3:18])[C:12](OCC)=[O:13])[CH3:10].Cl. The catalyst is C1COCC1. The product is [CH2:9]([CH:11]([CH2:17][CH3:18])[C:12](=[O:13])[CH2:7][C:6]#[N:8])[CH3:10]. The yield is 1.00. (6) The reactants are [C:1](Cl)(=[O:5])[C:2](Cl)=O.[Br:7][C:8]1[CH:13]=[CH:12][C:11]([NH:14][C:15]2[C:20]([C:21]([OH:23])=O)=[CH:19][N:18]3[CH:24]=[CH:25][N:26]=[C:17]3[CH:16]=2)=[C:10]([Cl:27])[CH:9]=1.C1(C[NH:32]O)CC1.CCO[C:37]([CH3:39])=O. The catalyst is C(Cl)Cl.CN(C=O)C. The product is [CH:2]1([CH2:1][O:5][NH:32][C:21]([C:20]2[C:15]([NH:14][C:11]3[CH:12]=[CH:13][C:8]([Br:7])=[CH:9][C:10]=3[Cl:27])=[CH:16][C:17]3[N:18]([CH:24]=[CH:25][N:26]=3)[CH:19]=2)=[O:23])[CH2:39][CH2:37]1. The yield is 0.310.